From a dataset of Forward reaction prediction with 1.9M reactions from USPTO patents (1976-2016). Predict the product of the given reaction. (1) Given the reactants F[C:2]1[CH:21]=[CH:20][C:5]([C:6]([NH:8][C:9]2[CH:14]=[CH:13][C:12]([O:15][C:16]([F:19])([F:18])[F:17])=[CH:11][CH:10]=2)=[O:7])=[CH:4][C:3]=1[C:22]1[S:26][CH:25]=[N:24][CH:23]=1.[NH:27]1[CH2:31][C@H:30]([OH:32])[C@@H:29]([OH:33])[CH2:28]1, predict the reaction product. The product is: [OH:33][C@@H:29]1[C@@H:30]([OH:32])[CH2:31][N:27]([C:2]2[CH:21]=[CH:20][C:5]([C:6]([NH:8][C:9]3[CH:14]=[CH:13][C:12]([O:15][C:16]([F:19])([F:18])[F:17])=[CH:11][CH:10]=3)=[O:7])=[CH:4][C:3]=2[C:22]2[S:26][CH:25]=[N:24][CH:23]=2)[CH2:28]1. (2) The product is: [Cl:23][C:24]1[CH:29]=[C:28]([N:3]2[C@H:4]3[CH2:22][CH2:21][CH2:20][CH2:19][C@@H:5]3[N:6]([C:7]3[CH:14]=[CH:13][C:10]([C:11]#[N:12])=[C:9]([C:15]([F:18])([F:16])[F:17])[CH:8]=3)[C:2]2=[O:1])[CH:27]=[C:26]([Cl:31])[CH:25]=1. Given the reactants [O:1]=[C:2]1[N:6]([C:7]2[CH:14]=[CH:13][C:10]([C:11]#[N:12])=[C:9]([C:15]([F:18])([F:17])[F:16])[CH:8]=2)[C@H:5]2[CH2:19][CH2:20][CH2:21][CH2:22][C@@H:4]2[NH:3]1.[Cl:23][C:24]1[CH:29]=[C:28](I)[CH:27]=[C:26]([Cl:31])[CH:25]=1, predict the reaction product. (3) Given the reactants [OH-:1].[Na+].[CH3:3][O:4][C:5]1[CH:6]=[C:7]([CH:13]([CH3:16])[C:14]#N)[CH:8]=[C:9]([O:11][CH3:12])[CH:10]=1.[OH2:17].Cl, predict the reaction product. The product is: [CH3:3][O:4][C:5]1[CH:6]=[C:7]([CH:13]([CH3:16])[C:14]([OH:17])=[O:1])[CH:8]=[C:9]([O:11][CH3:12])[CH:10]=1. (4) Given the reactants Br[C:2]1[CH:3]=[C:4]([CH:16]=[O:17])[C:5]([N:8]2[CH2:13][C@@H:12]([CH3:14])[O:11][C@@H:10]([CH3:15])[CH2:9]2)=[N:6][CH:7]=1.[CH3:18][O:19][C:20]1[CH:25]=[CH:24][CH:23]=[CH:22][C:21]=1B(O)O, predict the reaction product. The product is: [CH3:15][C@H:10]1[O:11][C@@H:12]([CH3:14])[CH2:13][N:8]([C:5]2[C:4]([CH:16]=[O:17])=[CH:3][C:2]([C:21]3[CH:22]=[CH:23][CH:24]=[CH:25][C:20]=3[O:19][CH3:18])=[CH:7][N:6]=2)[CH2:9]1. (5) Given the reactants Br[C:2]1[CH:7]=[CH:6][CH:5]=[CH:4][N:3]=1.[CH2:8]([O:10][C:11]1[CH:12]=[C:13]([CH:16]=[CH:17][C:18]=1[N+:19]([O-:21])=[O:20])[CH:14]=[O:15])[CH3:9].O.Cl, predict the reaction product. The product is: [CH2:8]([O:10][C:11]1[CH:12]=[C:13]([CH:14]([C:2]2[CH:7]=[CH:6][CH:5]=[CH:4][N:3]=2)[OH:15])[CH:16]=[CH:17][C:18]=1[N+:19]([O-:21])=[O:20])[CH3:9].